This data is from Reaction yield outcomes from USPTO patents with 853,638 reactions. The task is: Predict the reaction yield, written as a fraction of the theoretical maximum amount of product (1.0 means a 100% yield; for example, 0.34 means a 34% yield). (1) The reactants are Cl.Br[C:3]1[CH:12]=[C:11]2[C:6]([C:7]([NH:13][C:14]3[CH:19]=[CH:18][C:17]([F:20])=[C:16]([Cl:21])[CH:15]=3)=[N:8][CH:9]=[N:10]2)=[CH:5][C:4]=1[N+:22]([O-:24])=[O:23].[CH3:25][C:26]([N:30]1[CH2:35][CH2:34][N:33]([CH3:36])[CH2:32][CH2:31]1)([CH3:29])[C:27]#[CH:28].C(N(CC)CC)C.C1(P(C2C=CC=CC=2)C2C=CC=CC=2)C=CC=CC=1.N. The catalyst is CS(C)=O.[Cu](Cl)Cl.C([O-])(=O)C.[Pd+2].C([O-])(=O)C.C(OCC)(=O)C. The product is [Cl:21][C:16]1[CH:15]=[C:14]([NH:13][C:7]2[C:6]3[C:11](=[CH:12][C:3]([C:28]#[C:27][C:26]([CH3:29])([N:30]4[CH2:31][CH2:32][N:33]([CH3:36])[CH2:34][CH2:35]4)[CH3:25])=[C:4]([N+:22]([O-:24])=[O:23])[CH:5]=3)[N:10]=[CH:9][N:8]=2)[CH:19]=[CH:18][C:17]=1[F:20]. The yield is 0.500. (2) The reactants are I[C:2]1[N:9]2[C:5]([S:6][C:7]([C:10]3[CH:11]=[N:12][CH:13]=[CH:14][C:15]=3[CH3:16])=[N:8]2)=[N:4][CH:3]=1.CC1(C)C(C)(C)OB([C:25]2[CH:26]=[C:27]([C:32]([F:35])([F:34])[F:33])[C:28]([NH2:31])=[N:29][CH:30]=2)O1.C([O-])([O-])=O.[K+].[K+].C(Cl)Cl. The catalyst is COCCOC.Cl[Pd](Cl)([P](C1C=CC=CC=1)(C1C=CC=CC=1)C1C=CC=CC=1)[P](C1C=CC=CC=1)(C1C=CC=CC=1)C1C=CC=CC=1. The product is [CH3:16][C:15]1[CH:14]=[CH:13][N:12]=[CH:11][C:10]=1[C:7]1[S:6][C:5]2=[N:4][CH:3]=[C:2]([C:25]3[CH:26]=[C:27]([C:32]([F:35])([F:34])[F:33])[C:28]([NH2:31])=[N:29][CH:30]=3)[N:9]2[N:8]=1. The yield is 0.400. (3) The reactants are CCN=C=NCCCN(C)C.C1C=CC2N(O)N=NC=2C=1.[F:22][C:23]1[CH:29]=[C:28]([F:30])[CH:27]=[CH:26][C:24]=1[NH2:25].[Br:31][CH2:32][CH2:33][CH2:34][CH2:35][CH2:36][CH2:37][CH2:38][CH2:39][CH2:40][C:41](O)=[O:42]. The catalyst is CN(C=O)C. The product is [Br:31][CH2:32][CH2:33][CH2:34][CH2:35][CH2:36][CH2:37][CH2:38][CH2:39][CH2:40][C:41]([NH:25][C:24]1[CH:26]=[CH:27][C:28]([F:30])=[CH:29][C:23]=1[F:22])=[O:42]. The yield is 0.450. (4) The yield is 0.440. The reactants are Cl[C:2]1[CH:7]=[CH:6][N:5]=[C:4]2[C:8]([CH3:11])=[CH:9][S:10][C:3]=12.[C:12]([N:15]1[CH2:20][CH2:19][CH:18]([C:21]2[N:22]=[C:23]([NH:26][C:27]3[N:32]=[CH:31][C:30]([S:33]CCC(OC)=O)=[CH:29][C:28]=3[O:40][C:41]3[CH:46]=[CH:45][CH:44]=[CH:43][CH:42]=3)[S:24][CH:25]=2)[CH2:17][CH2:16]1)(=[O:14])[CH3:13].CC([O-])(C)C.[K+]. The catalyst is CS(C)=O. The product is [CH3:11][C:8]1[C:4]2=[N:5][CH:6]=[CH:7][C:2]([S:33][C:30]3[CH:29]=[C:28]([O:40][C:41]4[CH:46]=[CH:45][CH:44]=[CH:43][CH:42]=4)[C:27]([NH:26][C:23]4[S:24][CH:25]=[C:21]([CH:18]5[CH2:19][CH2:20][N:15]([C:12](=[O:14])[CH3:13])[CH2:16][CH2:17]5)[N:22]=4)=[N:32][CH:31]=3)=[C:3]2[S:10][CH:9]=1.